Task: Regression/Classification. Given a drug SMILES string, predict its absorption, distribution, metabolism, or excretion properties. Task type varies by dataset: regression for continuous measurements (e.g., permeability, clearance, half-life) or binary classification for categorical outcomes (e.g., BBB penetration, CYP inhibition). Dataset: b3db_classification.. Dataset: Blood-brain barrier permeability classification from the B3DB database (1) The drug is C[C@H](CS)C(=O)N1CCC[C@H]1C(=O)O. The result is 0 (does not penetrate BBB). (2) The molecule is Cc1ccc(-n2cccc2[C@H]2[C@H](c3ccccn3)NC(=S)N2CCN(C)C)cc1. The result is 0 (does not penetrate BBB). (3) The molecule is Cc1ncc(CO)c(C=O)c1O. The result is 0 (does not penetrate BBB). (4) The result is 1 (penetrates BBB). The compound is CCOC(=O)NC(O)C(Cl)(Cl)Cl. (5) The drug is CC(CC(C)(C)O)OC(O)C(Cl)(Cl)Cl. The result is 1 (penetrates BBB). (6) The drug is c1cncc([C@@H]2CCCN2)c1. The result is 1 (penetrates BBB). (7) The compound is CC1CCN(c2ccc([C@@H](C)NC(=O)CCSc3ccccc3)cc2)CC1. The result is 1 (penetrates BBB). (8) The compound is NCC[C@H](O)C(=O)N[C@@H]1C[C@H](N)[C@@H](O[C@H]2O[C@H](CN)CC[C@H]2N)[C@H](O)[C@H]1O[C@H]1O[C@H](CO)[C@@H](O)[C@H](N)[C@H]1O. The result is 0 (does not penetrate BBB). (9) The drug is Nc1ncnc2c1ncn2[C@@H]1O[C@H](CO)[C@@H](O)[C@H]1O. The result is 1 (penetrates BBB). (10) The molecule is CON=C(C(=O)NC1C(=O)N2C(C(=O)O)=C(CSc3nnnn3C)CSC12)c1csc(N)n1. The result is 0 (does not penetrate BBB).